Task: Regression/Classification. Given an antibody's heavy chain and light chain sequences, predict its developability. TAP uses regression for 5 developability metrics; SAbDab uses binary classification.. Dataset: Antibody developability classification from SAbDab with 2,409 antibodies (1) The antibody is ['1zlv', 'VVMTQSPSTLSASVGDTITITCRASQSIETWLAWYQQKPGKAPKLLIYKASTLKTGVPSRFSGSGSGTEFTLTISGLQFDDFATYHCQHYAGYSATFGQGTRVEIKRTV']. Result: 0 (not developable). (2) The antibody is ['QVQLQQSGDELVKPGASVKLSCTVSGFNIKDDFIHWMKQRPEQGLEWIGRIDPANGYTKYAPKFQDKATMTADTSSNTAYLQLSSLASEDAAVYYCATYGVAYWGQGTLVTVSA', 'DIVLTQSPASLAVSLGQRATISCKASQSVDHDGDSYMNWFQQKPGQSPKLLIYAASNLESGIPARFSGSGSGTDFTLNIHPVEEEDAATYYCQQTNEDPYTFGGGTKLEIK']. Result: 0 (not developable). (3) The antibody is ['5tfw', 'SYELTQETGVSVALGQTVTITCQGDSLRSHYASWYQKKPGQAPILLFYGKNNRPSGVPDRFSGSASGNTASLTISGAQAEDDAEYYCSSRDKSGSRLSVFGGGTKLTVL']. Result: 0 (not developable). (4) The antibody is ['QDQLQQSGAELVRPGASVKLSCKALGYIFTDYEIHWVKQTPVHGLEWIGGIHPGSSGTAYNQKFKGKATLTADKSSTTAFMELSSLTSEDSAVYYCTRKDYWGQGTLVTVSA', 'DIKMTQSPSSMYTSLGERVTITCKASQDINSFLTWFLQKPGKSPKTLIYRANRLMIGVPSRFSGSGSGQTYSLTISSLEYEDMGIYYCLQYDDFPLTFGAGTKLDLK']. Result: 0 (not developable). (5) The antibody is ['EVQLVESGGGLVQPGGSLRLSCAASGFTFSRYTMSWVRQAPGKGLEWVAVISGGGHTYYLDSVEGRFTISRDNSKNTLYLQMNSLRAEDTAVYYCTRGFGDGGYFDVWGQGTLVTVSS', 'QIQLTQSPSSLSASVGDRVTITCSASSQVNHMFWYQQKPGKAPKPWIYLTSYLASGVPSRFSGSGSGTDYTLTISSLQPEDFATYYCQQWSGNPWTFGQGTKVEIK']. Result: 0 (not developable).